From a dataset of Catalyst prediction with 721,799 reactions and 888 catalyst types from USPTO. Predict which catalyst facilitates the given reaction. (1) The catalyst class is: 4. Product: [F:32][C:33]([F:38])([F:37])[C:34]([OH:36])=[O:35].[Cl:19][C:15]1[C:14]([F:20])=[C:13]([CH:12]2[C:11]([C:23]3[CH:28]=[CH:27][C:26]([Cl:29])=[CH:25][C:24]=3[F:30])([C:21]#[N:22])[CH:10]([CH3:31])[NH:9][CH:8]2[C:6]([OH:7])=[O:5])[CH:18]=[CH:17][CH:16]=1. Reactant: C([O:5][C:6]([CH:8]1[CH:12]([C:13]2[CH:18]=[CH:17][CH:16]=[C:15]([Cl:19])[C:14]=2[F:20])[C:11]([C:23]2[CH:28]=[CH:27][C:26]([Cl:29])=[CH:25][C:24]=2[F:30])([C:21]#[N:22])[CH:10]([CH3:31])[NH:9]1)=[O:7])(C)(C)C.[F:32][C:33]([F:38])([F:37])[C:34]([OH:36])=[O:35]. (2) Reactant: C([C@@H]1COC(=O)[N:9]1[C:14](=[O:30])[CH:15]([CH2:19][C:20]1[C:25]([Cl:26])=[CH:24][C:23]([O:27][CH3:28])=[CH:22][C:21]=1[Cl:29])[CH2:16][CH:17]=C)C1C=CC=CC=1.N[N:32]1[CH2:37][CH2:36][CH2:35][CH2:34][CH2:33]1.C(O)(=O)C.C(O[BH-](OC(=O)C)OC(=O)C)(=O)C.[Na+]. Product: [ClH:26].[Cl:26][C:25]1[CH:24]=[C:23]([O:27][CH3:28])[CH:22]=[C:21]([Cl:29])[C:20]=1[CH2:19][C@@H:15]1[CH2:16][CH2:17][N:9]([N:32]2[CH2:37][CH2:36][CH2:35][CH2:34][CH2:33]2)[C:14]1=[O:30]. The catalyst class is: 1. (3) Reactant: [C:1]([C:5]1[CH:10]=[CH:9][C:8]([S:11]([NH:14][C:15]2[CH:20]=[CH:19][C:18]([Cl:21])=[CH:17][C:16]=2[C:22]2[N:26]([C@H:27]3[CH2:31][CH2:30][NH:29][CH2:28]3)[CH:25]=[N:24][N:23]=2)(=[O:13])=[O:12])=[CH:7][CH:6]=1)([CH3:4])([CH3:3])[CH3:2].[CH3:32][C:33]([CH3:35])=O.[BH3-]C#N.[Na+]. Product: [C:1]([C:5]1[CH:10]=[CH:9][C:8]([S:11]([NH:14][C:15]2[CH:20]=[CH:19][C:18]([Cl:21])=[CH:17][C:16]=2[C:22]2[N:26]([C@H:27]3[CH2:31][CH2:30][N:29]([CH:33]([CH3:35])[CH3:32])[CH2:28]3)[CH:25]=[N:24][N:23]=2)(=[O:12])=[O:13])=[CH:7][CH:6]=1)([CH3:4])([CH3:2])[CH3:3]. The catalyst class is: 5. (4) Reactant: C(O[C:6](=O)[NH:7][CH2:8][C:9]([N:11]1[CH2:15][CH2:14][CH2:13][CH:12]1[C:16]#[N:17])=[O:10])(C)(C)C.FC(F)(F)C(O)=O.C(N(CC)CC)C.[CH2:33]([C:37]1([OH:46])[CH:44]=[C:43]2[CH:39]([CH2:40]C(=O)[CH2:42]2)[CH2:38]1)[CH2:34][CH2:35][CH3:36].C(O[BH-](OC(=O)C)OC(=O)C)(=O)C.[Na+]. Product: [CH2:33]([C:37]1([OH:46])[CH2:38][CH:39]2[CH:43]([CH2:42][CH:6]([NH:7][CH2:8][C:9]([N:11]3[CH2:15][CH2:14][CH2:13][CH:12]3[C:16]#[N:17])=[O:10])[CH2:40]2)[CH2:44]1)[CH2:34][CH2:35][CH3:36]. The catalyst class is: 4. (5) Product: [N+:12]([C:5]1[CH:4]=[CH:3][C:2]([N:22]2[CH2:27][CH2:26][O:25][CH2:24][CH2:23]2)=[CH:7][C:6]=1[C:8]([F:11])([F:10])[F:9])([O-:14])=[O:13]. Reactant: F[C:2]1[CH:3]=[CH:4][C:5]([N+:12]([O-:14])=[O:13])=[C:6]([C:8]([F:11])([F:10])[F:9])[CH:7]=1.C(N(CC)CC)C.[NH:22]1[CH2:27][CH2:26][O:25][CH2:24][CH2:23]1. The catalyst class is: 10. (6) Reactant: CC1(C)[O:6][CH:5]([CH2:7][CH2:8][CH2:9][CH2:10][N:11]2[C:19](=[O:20])[C:18]3[N:17]([CH3:21])[CH:16]=[N:15][C:14]=3[N:13]([CH3:22])[C:12]2=[O:23])[CH2:4][O:3]1.C12(CS(O)(=O)=O)C(C)(C)C(CC1)CC2=O. Product: [OH:6][CH:5]([CH2:4][OH:3])[CH2:7][CH2:8][CH2:9][CH2:10][N:11]1[C:19](=[O:20])[C:18]2[N:17]([CH3:21])[CH:16]=[N:15][C:14]=2[N:13]([CH3:22])[C:12]1=[O:23]. The catalyst class is: 5.